From a dataset of Forward reaction prediction with 1.9M reactions from USPTO patents (1976-2016). Predict the product of the given reaction. (1) Given the reactants Cl.C(OC([N:9]1[CH2:14][CH2:13][CH:12]([NH:15][S:16]([C:19]2[CH:24]=[CH:23][C:22]([N+:25]([O-:27])=[O:26])=[CH:21][CH:20]=2)(=[O:18])=[O:17])[CH2:11][CH2:10]1)=O)(C)(C)C, predict the reaction product. The product is: [N+:25]([C:22]1[CH:21]=[CH:20][C:19]([S:16]([NH:15][CH:12]2[CH2:13][CH2:14][NH:9][CH2:10][CH2:11]2)(=[O:17])=[O:18])=[CH:24][CH:23]=1)([O-:27])=[O:26]. (2) Given the reactants C([O:4][CH2:5][C:6]1[N:7]=[C:8](/[CH:11]=[CH:12]/[C:13]2[CH:18]=[CH:17][C:16]([C:19]([F:22])([F:21])[F:20])=[CH:15][CH:14]=2)[O:9][CH:10]=1)(=O)C.[OH-].[Na+], predict the reaction product. The product is: [OH:4][CH2:5][C:6]1[N:7]=[C:8](/[CH:11]=[CH:12]/[C:13]2[CH:18]=[CH:17][C:16]([C:19]([F:22])([F:21])[F:20])=[CH:15][CH:14]=2)[O:9][CH:10]=1. (3) The product is: [O:20]([C:16]1[N:15]=[C:14]([C:12]2[S:4][C:3]3[CH:5]=[CH:6][CH:7]=[CH:8][C:2]=3[C:1](=[O:10])[N:13]=2)[CH:19]=[CH:18][CH:17]=1)[C:21]1[CH:22]=[CH:23][CH:24]=[CH:25][CH:26]=1. Given the reactants [C:1]([O:10]C)(=O)[C:2]1[C:3](=[CH:5][CH:6]=[CH:7][CH:8]=1)[SH:4].[C:12]([C:14]1[CH:19]=[CH:18][CH:17]=[C:16]([O:20][C:21]2[CH:26]=[CH:25][CH:24]=[CH:23][CH:22]=2)[N:15]=1)#[N:13].C(N(CC)CC)C, predict the reaction product. (4) Given the reactants [CH2:1]([O:3][C:4]([N:6]1[C:14]2[C:9](=[CH:10][CH:11]=[C:12]([Cl:15])[CH:13]=2)/[C:8](=[CH:16]/[C:17]2[CH:22]=[CH:21][C:20]([Cl:23])=[CH:19][CH:18]=2)/[C:7]1=[O:24])=[O:5])[CH3:2].[F:25][C:26]1[CH:27]=[C:28]([CH:32]=[N:33][C:34]([O:36][Si](C)(C)C)=[CH2:35])[CH:29]=[CH:30][CH:31]=1, predict the reaction product. The product is: [CH2:1]([O:3][C:4]([N:6]1[C:14]2[C:9](=[CH:10][CH:11]=[C:12]([Cl:15])[CH:13]=2)[C:8]2([CH:16]([C:17]3[CH:18]=[CH:19][C:20]([Cl:23])=[CH:21][CH:22]=3)[CH2:35][C:34](=[O:36])[NH:33][CH:32]2[C:28]2[CH:29]=[CH:30][CH:31]=[C:26]([F:25])[CH:27]=2)[C:7]1=[O:24])=[O:5])[CH3:2]. (5) Given the reactants [Cl:1][CH2:2][CH2:3][N:4]=[C:5]=[O:6].[CH2:7]([NH2:10])[CH:8]=[CH2:9], predict the reaction product. The product is: [CH2:7]([NH:10][C:5]([NH:4][CH2:3][CH2:2][Cl:1])=[O:6])[CH:8]=[CH2:9]. (6) Given the reactants [CH2:1]1[O:11][C:10]2[CH:9]=[CH:8][C:5]([CH2:6][NH2:7])=[CH:4][C:3]=2[O:2]1.[C:12](OC(=O)C)(=[O:14])[CH3:13].[OH-].[Na+], predict the reaction product. The product is: [O:11]1[C:10]2[CH:9]=[CH:8][C:5]([CH2:6][NH:7][C:12](=[O:14])[CH3:13])=[CH:4][C:3]=2[O:2][CH2:1]1. (7) Given the reactants [CH3:1][O:2][C:3](=[O:14])[CH2:4][C:5]1[CH:10]=[CH:9][CH:8]=[CH:7][C:6]=1[N+:11]([O-:13])=[O:12].C(=O)([O-])[O-].[K+].[K+].C1OCCOCCOCCOCCOCCOC1.[I-].[K+].Cl[CH2:42][C:43](=[O:45])[CH3:44], predict the reaction product. The product is: [CH3:1][O:2][C:3](=[O:14])[CH:4]([C:5]1[CH:10]=[CH:9][CH:8]=[CH:7][C:6]=1[N+:11]([O-:13])=[O:12])[CH2:42][C:43](=[O:45])[CH3:44].